This data is from Forward reaction prediction with 1.9M reactions from USPTO patents (1976-2016). The task is: Predict the product of the given reaction. (1) Given the reactants O.[NH2:2]N.[CH3:4][N:5]([CH2:19][C:20]1[CH:25]=[CH:24][N:23]=[CH:22][CH:21]=1)[CH2:6][CH2:7]C1C=CC=C2C=1C(=O)NC2=O, predict the reaction product. The product is: [CH3:4][N:5]([CH2:19][C:20]1[CH:21]=[CH:22][N:23]=[CH:24][CH:25]=1)[CH2:6][CH2:7][NH2:2]. (2) Given the reactants [C:1]([C:3]1[CH:10]=[CH:9][CH:8]=[CH:7][C:4]=1[CH:5]=O)#[N:2].[CH3:11][N:12]([CH2:14][C:15]1[C:23]2[O:22][N:21]=[C:20]([CH2:24][CH2:25][CH:26]3[CH2:31][CH2:30][NH:29][CH2:28][CH2:27]3)[C:19]=2[CH:18]=[CH:17][C:16]=1[O:32][CH2:33][CH:34]1[CH2:36][CH2:35]1)[CH3:13], predict the reaction product. The product is: [CH:34]1([CH2:33][O:32][C:16]2[CH:17]=[CH:18][C:19]3[C:20]([CH2:24][CH2:25][CH:26]4[CH2:31][CH2:30][N:29]([CH2:5][C:4]5[CH:7]=[CH:8][CH:9]=[CH:10][C:3]=5[C:1]#[N:2])[CH2:28][CH2:27]4)=[N:21][O:22][C:23]=3[C:15]=2[CH2:14][N:12]([CH3:13])[CH3:11])[CH2:35][CH2:36]1. (3) Given the reactants [CH:1]([C:3]1[CH:8]=[CH:7][C:6](/[CH:9]=[CH:10]/[C:11]([OH:13])=O)=[CH:5][CH:4]=1)=[O:2].S(Cl)(Cl)=O.CN(C)C=O.[NH2:23][C:24]1[CH:29]=[C:28]([C:30]2[S:31][CH:32]=[CH:33][CH:34]=2)[CH:27]=[CH:26][C:25]=1[NH:35][C:36](=[O:42])[O:37][C:38]([CH3:41])([CH3:40])[CH3:39], predict the reaction product. The product is: [CH:1]([C:3]1[CH:4]=[CH:5][C:6](/[CH:9]=[CH:10]/[C:11]([NH:23][C:24]2[CH:29]=[C:28]([C:30]3[S:31][CH:32]=[CH:33][CH:34]=3)[CH:27]=[CH:26][C:25]=2[NH:35][C:36](=[O:42])[O:37][C:38]([CH3:40])([CH3:39])[CH3:41])=[O:13])=[CH:7][CH:8]=1)=[O:2]. (4) Given the reactants I[C:2]1[CH:7]=[CH:6][N:5]=[C:4]([S:8][CH3:9])[N:3]=1.C([Mg]Cl)(C)C.[F:15][C:16]1[CH:21]=[CH:20][C:19]([CH2:22][C:23](Cl)=[O:24])=[CH:18][CH:17]=1, predict the reaction product. The product is: [F:15][C:16]1[CH:21]=[CH:20][C:19]([CH2:22][C:23]([C:2]2[CH:7]=[CH:6][N:5]=[C:4]([S:8][CH3:9])[N:3]=2)=[O:24])=[CH:18][CH:17]=1. (5) Given the reactants [Cl:1][C:2]1[C:3](F)=[C:4]([F:27])[CH:5]=[C:6]2[C:11]=1[N:10]([C:12]1[CH:17]=[CH:16][C:15]([CH2:18][CH2:19][N:20]([CH3:22])[CH3:21])=[CH:14][CH:13]=1)[CH:9]=[C:8]([C:23]([OH:25])=[O:24])[C:7]2=[O:26].[N:29]1[CH:34]=[CH:33][CH:32]=[CH:31][C:30]=1[N:35]1[CH2:40][CH2:39][NH:38][CH2:37][CH2:36]1.C1N2CCN(CC2)C1, predict the reaction product. The product is: [Cl:1][C:2]1[C:3]([N:38]2[CH2:39][CH2:40][N:35]([C:30]3[CH:31]=[CH:32][CH:33]=[CH:34][N:29]=3)[CH2:36][CH2:37]2)=[C:4]([F:27])[CH:5]=[C:6]2[C:11]=1[N:10]([C:12]1[CH:13]=[CH:14][C:15]([CH2:18][CH2:19][N:20]([CH3:21])[CH3:22])=[CH:16][CH:17]=1)[CH:9]=[C:8]([C:23]([OH:25])=[O:24])[C:7]2=[O:26]. (6) Given the reactants [CH3:1][O:2][C:3]1[CH:12]=[CH:11][C:10]2[NH:9][C:8](=[O:13])[C:7]3[S:14][CH:15]=[CH:16][C:6]=3[C:5]=2[C:4]=1[C:17]1[CH:22]=[CH:21][C:20]([CH:23]([CH:33]([CH3:35])[CH3:34])[CH2:24][NH:25]C(=O)OC(C)(C)C)=[CH:19][CH:18]=1.Cl, predict the reaction product. The product is: [NH2:25][CH2:24][CH:23]([C:20]1[CH:19]=[CH:18][C:17]([C:4]2[C:5]3[C:6]4[CH:16]=[CH:15][S:14][C:7]=4[C:8](=[O:13])[NH:9][C:10]=3[CH:11]=[CH:12][C:3]=2[O:2][CH3:1])=[CH:22][CH:21]=1)[CH:33]([CH3:34])[CH3:35]. (7) Given the reactants Cl.[CH2:2]([NH:9][OH:10])[C:3]1[CH:8]=[CH:7][CH:6]=[CH:5][CH:4]=1.[F:11][C:12]([F:34])([F:33])[C:13]1[CH:14]=[CH:15][C:16]([N:19]2[CH2:24][CH2:23][N:22]([C:25]3[CH:32]=[CH:31][CH:30]=[CH:29][C:26]=3[CH:27]=O)[CH2:21][CH2:20]2)=[N:17][CH:18]=1, predict the reaction product. The product is: [CH2:2]([N+:9]([O-:10])=[CH:27][C:26]1[CH:29]=[CH:30][CH:31]=[CH:32][C:25]=1[N:22]1[CH2:23][CH2:24][N:19]([C:16]2[CH:15]=[CH:14][C:13]([C:12]([F:34])([F:11])[F:33])=[CH:18][N:17]=2)[CH2:20][CH2:21]1)[C:3]1[CH:8]=[CH:7][CH:6]=[CH:5][CH:4]=1.